From a dataset of NCI-60 drug combinations with 297,098 pairs across 59 cell lines. Regression. Given two drug SMILES strings and cell line genomic features, predict the synergy score measuring deviation from expected non-interaction effect. (1) Drug 1: CC1=CC2C(CCC3(C2CCC3(C(=O)C)OC(=O)C)C)C4(C1=CC(=O)CC4)C. Drug 2: CCC(=C(C1=CC=CC=C1)C2=CC=C(C=C2)OCCN(C)C)C3=CC=CC=C3.C(C(=O)O)C(CC(=O)O)(C(=O)O)O. Cell line: UO-31. Synergy scores: CSS=4.31, Synergy_ZIP=-2.83, Synergy_Bliss=-2.69, Synergy_Loewe=-3.23, Synergy_HSA=-1.74. (2) Drug 1: CS(=O)(=O)C1=CC(=C(C=C1)C(=O)NC2=CC(=C(C=C2)Cl)C3=CC=CC=N3)Cl. Drug 2: CC12CCC(CC1=CCC3C2CCC4(C3CC=C4C5=CN=CC=C5)C)O. Cell line: SR. Synergy scores: CSS=16.9, Synergy_ZIP=-10.4, Synergy_Bliss=-5.12, Synergy_Loewe=-3.75, Synergy_HSA=-2.51. (3) Drug 1: C1=C(C(=O)NC(=O)N1)N(CCCl)CCCl. Drug 2: C1=NC2=C(N=C(N=C2N1C3C(C(C(O3)CO)O)F)Cl)N. Cell line: NCI-H226. Synergy scores: CSS=23.8, Synergy_ZIP=-4.88, Synergy_Bliss=3.03, Synergy_Loewe=0.495, Synergy_HSA=4.57. (4) Synergy scores: CSS=5.99, Synergy_ZIP=-4.40, Synergy_Bliss=1.43, Synergy_Loewe=1.07, Synergy_HSA=1.71. Drug 2: C1CN1P(=S)(N2CC2)N3CC3. Drug 1: CNC(=O)C1=CC=CC=C1SC2=CC3=C(C=C2)C(=NN3)C=CC4=CC=CC=N4. Cell line: SNB-19. (5) Drug 1: C1CCC(CC1)NC(=O)N(CCCl)N=O. Drug 2: COC1=C2C(=CC3=C1OC=C3)C=CC(=O)O2. Cell line: MCF7. Synergy scores: CSS=5.82, Synergy_ZIP=-2.93, Synergy_Bliss=-0.0869, Synergy_Loewe=-1.19, Synergy_HSA=-1.41. (6) Drug 1: CC1=CC2C(CCC3(C2CCC3(C(=O)C)OC(=O)C)C)C4(C1=CC(=O)CC4)C. Drug 2: C1=NC(=NC(=O)N1C2C(C(C(O2)CO)O)O)N. Cell line: MOLT-4. Synergy scores: CSS=3.77, Synergy_ZIP=-3.85, Synergy_Bliss=-4.55, Synergy_Loewe=-4.11, Synergy_HSA=-2.97. (7) Drug 1: C1=C(C(=O)NC(=O)N1)F. Drug 2: COCCOC1=C(C=C2C(=C1)C(=NC=N2)NC3=CC=CC(=C3)C#C)OCCOC.Cl. Cell line: M14. Synergy scores: CSS=34.0, Synergy_ZIP=0.469, Synergy_Bliss=-4.11, Synergy_Loewe=-5.49, Synergy_HSA=-4.88.